From a dataset of Full USPTO retrosynthesis dataset with 1.9M reactions from patents (1976-2016). Predict the reactants needed to synthesize the given product. Given the product [ClH:17].[Cl:17][C:12]1[CH:11]=[C:10]([CH:15]=[CH:14][C:13]=1[F:16])[C:9]([NH:8][C@H:5]1[CH2:4][CH2:3][C@@H:2]([NH:1][C:20]2[CH:21]=[C:22]([CH3:28])[C:23]([CH3:27])=[C:24]([CH3:26])[N:25]=2)[CH2:7][CH2:6]1)=[O:18], predict the reactants needed to synthesize it. The reactants are: [NH2:1][C@@H:2]1[CH2:7][CH2:6][C@H:5]([NH:8][C:9](=[O:18])[C:10]2[CH:15]=[CH:14][C:13]([F:16])=[C:12]([Cl:17])[CH:11]=2)[CH2:4][CH2:3]1.Cl[C:20]1[N:25]=[C:24]([CH3:26])[C:23]([CH3:27])=[C:22]([CH3:28])[CH:21]=1.